This data is from NCI-60 drug combinations with 297,098 pairs across 59 cell lines. The task is: Regression. Given two drug SMILES strings and cell line genomic features, predict the synergy score measuring deviation from expected non-interaction effect. Drug 1: CS(=O)(=O)C1=CC(=C(C=C1)C(=O)NC2=CC(=C(C=C2)Cl)C3=CC=CC=N3)Cl. Drug 2: COCCOC1=C(C=C2C(=C1)C(=NC=N2)NC3=CC=CC(=C3)C#C)OCCOC.Cl. Cell line: ACHN. Synergy scores: CSS=18.2, Synergy_ZIP=-4.58, Synergy_Bliss=2.08, Synergy_Loewe=-16.8, Synergy_HSA=0.624.